From a dataset of Forward reaction prediction with 1.9M reactions from USPTO patents (1976-2016). Predict the product of the given reaction. (1) Given the reactants C(NC1C[C@H](C2C=CN=CC=2[N+]([O-])=O)O[C@H](C2CC2)[C@@]1(C)O)C1C=CC=CC=1.[NH2:29][C:30]1[CH:31]=[N:32][CH:33]=[CH:34][C:35]=1[C@H:36]1[O:41][C@@H:40]([CH:42]2[CH2:44][CH2:43]2)[C@@:39]([OH:46])([CH3:45])[C@@H:38]([NH:47][C:48](=[O:54])[O:49][C:50]([CH3:53])([CH3:52])[CH3:51])[CH2:37]1, predict the reaction product. The product is: [NH2:29][C:30]1[CH:31]=[N:32][CH:33]=[CH:34][C:35]=1[C@@H:36]1[O:41][C@H:40]([CH:42]2[CH2:43][CH2:44]2)[C@:39]([OH:46])([CH3:45])[C@H:38]([NH:47][C:48](=[O:54])[O:49][C:50]([CH3:53])([CH3:52])[CH3:51])[CH2:37]1. (2) Given the reactants [NH2:1][C@@H:2]([CH2:20][CH:21]1[CH2:26][CH2:25][CH2:24][CH2:23][CH2:22]1)[C@@H:3]([O:12][Si:13]([C:16]([CH3:19])([CH3:18])[CH3:17])([CH3:15])[CH3:14])[CH2:4][C:5]([NH:7][CH2:8][CH2:9][CH2:10][CH3:11])=[O:6].C([O-])(O)=O.[Na+].Cl[C:33]([O:35][C:36]1[CH:41]=[CH:40][C:39]([N+:42]([O-:44])=[O:43])=[CH:38][CH:37]=1)=[O:34], predict the reaction product. The product is: [CH2:8]([NH:7][C:5](=[O:6])[CH2:4][C@H:3]([O:12][Si:13]([C:16]([CH3:18])([CH3:17])[CH3:19])([CH3:14])[CH3:15])[C@@H:2]([NH:1][C:33](=[O:34])[O:35][C:36]1[CH:37]=[CH:38][C:39]([N+:42]([O-:44])=[O:43])=[CH:40][CH:41]=1)[CH2:20][CH:21]1[CH2:22][CH2:23][CH2:24][CH2:25][CH2:26]1)[CH2:9][CH2:10][CH3:11]. (3) Given the reactants [Br:1][C:2]1C(C#N)=[N:4][C:5]([CH3:8])=[CH:6][CH:7]=1.[OH-:11].[Na+].Cl.[CH3:14][CH2:15][OH:16], predict the reaction product. The product is: [Br:1][C:2]1[C:14]([C:15]([OH:11])=[O:16])=[N:4][C:5]([CH3:8])=[CH:6][CH:7]=1.